From a dataset of NCI-60 drug combinations with 297,098 pairs across 59 cell lines. Regression. Given two drug SMILES strings and cell line genomic features, predict the synergy score measuring deviation from expected non-interaction effect. Drug 1: CNC(=O)C1=NC=CC(=C1)OC2=CC=C(C=C2)NC(=O)NC3=CC(=C(C=C3)Cl)C(F)(F)F. Drug 2: C1=CC=C(C(=C1)C(C2=CC=C(C=C2)Cl)C(Cl)Cl)Cl. Cell line: HCT-15. Synergy scores: CSS=9.62, Synergy_ZIP=6.46, Synergy_Bliss=2.14, Synergy_Loewe=4.89, Synergy_HSA=1.29.